Dataset: Full USPTO retrosynthesis dataset with 1.9M reactions from patents (1976-2016). Task: Predict the reactants needed to synthesize the given product. (1) Given the product [Cl:1][C:2]1[N:12]=[C:11]2[C:5](=[CH:4][N:3]=1)[N:6]([CH3:14])[C:7](=[O:13])[CH2:8][CH2:9][N:10]2[CH2:24][C:23]1[C:19]([CH3:18])=[N:20][O:21][C:22]=1[CH3:26], predict the reactants needed to synthesize it. The reactants are: [Cl:1][C:2]1[N:12]=[C:11]2[C:5]([N:6]([CH3:14])[C:7](=[O:13])[CH2:8][CH2:9][NH:10]2)=[CH:4][N:3]=1.[H-].[Na+].Cl[CH2:18][CH:19]1[C:23]([CH3:24])=[CH:22][O:21][N:20]1C.[CH3:26]N(C=O)C. (2) Given the product [Br:1][C:2]1[CH:3]=[C:4]2[C:9](=[C:10]3[CH:15]=[CH:14][CH:13]=[CH:12][C:11]=13)[N:8]=[CH:7][N:6]([C@H:16]1[CH2:21][CH2:20][CH2:19][CH2:18][C@@H:17]1[OH:22])[C:5]2=[O:23].[OH:22][C@H:17]1[CH2:18][CH2:19][CH2:20][CH2:21][C@@H:16]1[N:6]1[C:5](=[O:23])[C:4]2[C:9](=[C:10]3[CH:15]=[CH:14][CH:13]=[CH:12][C:11]3=[C:2]([B:24]3[O:28][C:27]([CH3:30])([CH3:29])[C:26]([CH3:32])([CH3:31])[O:25]3)[CH:3]=2)[N:8]=[CH:7]1, predict the reactants needed to synthesize it. The reactants are: [Br:1][C:2]1[CH:3]=[C:4]2[C:9](=[C:10]3[CH:15]=[CH:14][CH:13]=[CH:12][C:11]=13)[N:8]=[CH:7][N:6]([C@H:16]1[CH2:21][CH2:20][CH2:19][CH2:18][C@@H:17]1[OH:22])[C:5]2=[O:23].[B:24]1([B:24]2[O:28][C:27]([CH3:30])([CH3:29])[C:26]([CH3:32])([CH3:31])[O:25]2)[O:28][C:27]([CH3:30])([CH3:29])[C:26]([CH3:32])([CH3:31])[O:25]1.C([O-])(=O)C.[K+].C(Cl)Cl.